From a dataset of Full USPTO retrosynthesis dataset with 1.9M reactions from patents (1976-2016). Predict the reactants needed to synthesize the given product. (1) Given the product [CH:1]1([C:4]2[C:6]3[CH2:11][O:10][C:9]([CH3:13])([CH3:12])[CH2:8][C:7]=3[C:17]([C:15]#[N:16])=[C:18]([OH:19])[N:20]=2)[CH2:3][CH2:2]1, predict the reactants needed to synthesize it. The reactants are: [CH:1]1([C:4]([CH:6]2[CH2:11][O:10][C:9]([CH3:13])([CH3:12])[CH2:8][C:7]2=O)=O)[CH2:3][CH2:2]1.[C:15]([CH2:17][C:18]([NH2:20])=[O:19])#[N:16].C(NCC)C. (2) Given the product [C:29]([OH:36])(=[O:35])/[CH:30]=[CH:31]\[C:32]([OH:34])=[O:33].[CH3:1][O:2][C:3]1[CH:8]=[CH:7][C:6]([C:9]2[CH:14]=[C:13]([CH2:15][CH:16]3[CH2:17][CH2:18][O:19][CH2:20][CH2:21]3)[N:12]=[C:11]([N:22]3[CH2:27][CH2:26][N:25]([CH3:28])[CH2:24][CH2:23]3)[CH:10]=2)=[CH:5][CH:4]=1, predict the reactants needed to synthesize it. The reactants are: [CH3:1][O:2][C:3]1[CH:8]=[CH:7][C:6]([C:9]2[CH:14]=[C:13]([CH2:15][CH:16]3[CH2:21][CH2:20][O:19][CH2:18][CH2:17]3)[N:12]=[C:11]([N:22]3[CH2:27][CH2:26][N:25]([CH3:28])[CH2:24][CH2:23]3)[CH:10]=2)=[CH:5][CH:4]=1.[C:29]([OH:36])(=[O:35])/[CH:30]=[CH:31]\[C:32]([OH:34])=[O:33]. (3) Given the product [O:21]1[CH2:25][CH2:24][CH:23]([CH2:26][NH:27][C:17]([C:14]2[CH:13]=[C:12]([CH2:11][O:10][CH2:9][CH2:8][O:1][C:2]3[CH:3]=[CH:4][CH:5]=[CH:6][CH:7]=3)[O:16][N:15]=2)=[O:19])[CH2:22]1, predict the reactants needed to synthesize it. The reactants are: [O:1]([CH2:8][CH2:9][O:10][CH2:11][C:12]1[O:16][N:15]=[C:14]([C:17]([OH:19])=O)[CH:13]=1)[C:2]1[CH:7]=[CH:6][CH:5]=[CH:4][CH:3]=1.Cl.[O:21]1[CH2:25][CH2:24][CH:23]([CH2:26][NH2:27])[CH2:22]1.C(N(CC)CC)C.ON1C2C=CC=CC=2N=N1.Cl.C(N=C=NCCCN(C)C)C. (4) Given the product [CH2:13]([N:12]1[C:11]2[CH:29]=[CH:30][CH:31]=[CH:32][C:10]=2[N:9]=[C:8]1[S:7][CH2:6][C:5]([OH:33])=[O:4])[CH2:14][CH2:15][CH2:16][CH2:17][CH2:18][CH2:19][CH2:20][CH2:21][CH2:22][CH2:23][CH2:24][CH2:25][CH2:26][CH2:27][CH3:28], predict the reactants needed to synthesize it. The reactants are: [OH-].[Li+].C[O:4][C:5](=[O:33])[CH2:6][S:7][C:8]1[N:12]([CH2:13][CH2:14][CH2:15][CH2:16][CH2:17][CH2:18][CH2:19][CH2:20][CH2:21][CH2:22][CH2:23][CH2:24][CH2:25][CH2:26][CH2:27][CH3:28])[C:11]2[CH:29]=[CH:30][CH:31]=[CH:32][C:10]=2[N:9]=1. (5) The reactants are: [I:1][C:2]1[CH:21]=[CH:20][CH:19]=[CH:18][C:3]=1[CH2:4][S:5]([NH:8][C:9]1[N:10]=[CH:11][S:12][C:13]=1[C:14]([O:16][CH3:17])=[O:15])(=[O:7])=[O:6].C(N(CC)C(C)C)(C)C.FC(F)(F)S(O[CH2:37][CH:38]([F:40])[F:39])(=O)=O. Given the product [F:39][CH:38]([F:40])[CH2:37][N:8]([S:5]([CH2:4][C:3]1[CH:18]=[CH:19][CH:20]=[CH:21][C:2]=1[I:1])(=[O:7])=[O:6])[C:9]1[N:10]=[CH:11][S:12][C:13]=1[C:14]([O:16][CH3:17])=[O:15], predict the reactants needed to synthesize it. (6) Given the product [CH2:3]([N:10]1[CH2:11][CH2:12][C:13]([NH:17][C:18]2[C:19]([NH2:24])=[CH:20][CH:21]=[CH:22][CH:23]=2)([CH3:16])[CH2:14][CH2:15]1)[C:4]1[CH:5]=[CH:6][CH:7]=[CH:8][CH:9]=1, predict the reactants needed to synthesize it. The reactants are: [Cl-].[NH4+].[CH2:3]([N:10]1[CH2:15][CH2:14][C:13]([NH:17][C:18]2[CH:23]=[CH:22][CH:21]=[CH:20][C:19]=2[N+:24]([O-])=O)([CH3:16])[CH2:12][CH2:11]1)[C:4]1[CH:9]=[CH:8][CH:7]=[CH:6][CH:5]=1.